Dataset: Full USPTO retrosynthesis dataset with 1.9M reactions from patents (1976-2016). Task: Predict the reactants needed to synthesize the given product. (1) Given the product [CH3:18][N:16]1[CH:17]=[C:13]([N:8]2[CH:9]=[CH:10][C:11](=[S:12])[C:6]([CH2:5][C:4]3[CH:3]=[C:2]([NH:1][C:23](=[O:24])[O:25][CH2:26][CH2:27][O:28][CH3:29])[CH:21]=[CH:20][CH:19]=3)=[N:7]2)[CH:14]=[N:15]1, predict the reactants needed to synthesize it. The reactants are: [NH2:1][C:2]1[CH:3]=[C:4]([CH:19]=[CH:20][CH:21]=1)[CH2:5][C:6]1[C:11](=[S:12])[CH:10]=[CH:9][N:8]([C:13]2[CH:14]=[N:15][N:16]([CH3:18])[CH:17]=2)[N:7]=1.Cl[C:23]([O:25][CH2:26][CH2:27][O:28][CH3:29])=[O:24].CCN(C(C)C)C(C)C.C([O-])(O)=O.[Na+]. (2) Given the product [NH2:30][C:3]1[CH:4]=[C:5]([CH:28]=[CH:29][C:2]=1[NH2:1])[C:6]([NH:8][C:9]1[CH:10]=[CH:11][C:12]([CH2:15][CH2:16][N:17]2[CH2:21][CH2:20][C:19]3([CH2:25][CH2:24][N:23]([CH2:26][CH3:27])[CH2:22]3)[CH2:18]2)=[CH:13][CH:14]=1)=[O:7], predict the reactants needed to synthesize it. The reactants are: [NH2:1][C:2]1[CH:29]=[CH:28][C:5]([C:6]([NH:8][C:9]2[CH:14]=[CH:13][C:12]([CH2:15][CH2:16][N:17]3[CH2:21][CH2:20][C:19]4([CH2:25][CH2:24][N:23]([CH2:26][CH3:27])[CH2:22]4)[CH2:18]3)=[CH:11][CH:10]=2)=[O:7])=[CH:4][C:3]=1[N+:30]([O-])=O.Cl. (3) Given the product [C:37]1([C:6]2[C:7]([C:13]3[CH:18]=[CH:17][C:16]([CH2:19][N:20]4[CH2:25][CH2:24][CH:23]([C:26]5[N:30]=[C:29]([C:31]6[CH:36]=[CH:35][CH:34]=[CH:33][N:32]=6)[NH:28][N:27]=5)[CH2:22][CH2:21]4)=[CH:15][CH:14]=3)=[N:8][C:9]3[CH:10]=[CH:11][NH:12][C:3](=[O:2])[C:4]=3[CH:5]=2)[CH:38]=[CH:39][CH:40]=[CH:41][CH:42]=1, predict the reactants needed to synthesize it. The reactants are: C[O:2][C:3]1[N:12]=[CH:11][CH:10]=[C:9]2[C:4]=1[CH:5]=[C:6]([C:37]1[CH:42]=[CH:41][CH:40]=[CH:39][CH:38]=1)[C:7]([C:13]1[CH:18]=[CH:17][C:16]([CH2:19][N:20]3[CH2:25][CH2:24][CH:23]([C:26]4[N:30]=[C:29]([C:31]5[CH:36]=[CH:35][CH:34]=[CH:33][N:32]=5)[NH:28][N:27]=4)[CH2:22][CH2:21]3)=[CH:15][CH:14]=1)=[N:8]2.Cl.N1C=CC=CC=1. (4) Given the product [F:20][C:15]1[CH:16]=[CH:17][CH:18]=[CH:19][C:14]=1[C:11]1[CH:12]=[CH:13][C:8]2[N:7]=[C:24]([C:25]3[CH:30]=[CH:29][CH:28]=[C:27]([C:31]4[CH:36]=[CH:35][CH:34]=[CH:33][N:32]=4)[CH:26]=3)[CH2:23][C:22](=[O:38])[NH:21][C:9]=2[CH:10]=1, predict the reactants needed to synthesize it. The reactants are: C(OC(=O)[NH:7][C:8]1[CH:13]=[CH:12][C:11]([C:14]2[CH:19]=[CH:18][CH:17]=[CH:16][C:15]=2[F:20])=[CH:10][C:9]=1[NH:21][C:22](=[O:38])[CH2:23][C:24](=O)[C:25]1[CH:30]=[CH:29][CH:28]=[C:27]([C:31]2[CH:36]=[CH:35][CH:34]=[CH:33][N:32]=2)[CH:26]=1)(C)(C)C.C(O)(C(F)(F)F)=O. (5) Given the product [Cl:10][C:11]1[CH:18]=[CH:17][C:14]([CH2:15][N:4]2[C:5](=[O:6])[C:7]([CH3:9])=[N:8][NH:1][C:2]2=[O:3])=[CH:13][CH:12]=1, predict the reactants needed to synthesize it. The reactants are: [NH:1]1[CH:9]=[C:7]([NH2:8])[C:5](=[O:6])[NH:4][C:2]1=[O:3].[Cl:10][C:11]1[CH:18]=[CH:17][C:14]([CH2:15]Br)=[CH:13][CH:12]=1.[H-].[Na+].C(OCC)(=O)C. (6) Given the product [NH2:1][C:2]1[C:11]2[C:6](=[C:7]([C:24]3[CH:25]=[C:20]([O:19][CH3:18])[CH:21]=[CH:22][C:23]=3[O:26][CH3:27])[CH:8]=[CH:9][CH:10]=2)[N:5]=[N:4][C:3]=1[C:13]([NH:15][CH2:16][CH3:17])=[O:14], predict the reactants needed to synthesize it. The reactants are: [NH2:1][C:2]1[C:11]2[C:6](=[C:7](Br)[CH:8]=[CH:9][CH:10]=2)[N:5]=[N:4][C:3]=1[C:13]([NH:15][CH2:16][CH3:17])=[O:14].[CH3:18][O:19][C:20]1[CH:25]=[CH:24][C:23]([O:26][CH3:27])=[CH:22][C:21]=1B(O)O. (7) The reactants are: [NH2:1][C:2]1[CH:3]=[C:4]([CH:9]=[CH:10][C:11]=1[O:12][CH3:13])[C:5]([O:7][CH3:8])=[O:6].[CH3:14][S:15](Cl)(=[O:17])=[O:16]. Given the product [CH3:13][O:12][C:11]1[CH:10]=[CH:9][C:4]([C:5]([O:7][CH3:8])=[O:6])=[CH:3][C:2]=1[NH:1][S:15]([CH3:14])(=[O:17])=[O:16], predict the reactants needed to synthesize it.